This data is from Full USPTO retrosynthesis dataset with 1.9M reactions from patents (1976-2016). The task is: Predict the reactants needed to synthesize the given product. (1) Given the product [C:1]([N:5]1[CH2:10][CH2:9][C:8](=[N:19][NH:18][C:20]([O:22][C:23]([CH3:26])([CH3:25])[CH3:24])=[O:21])[CH2:7][CH2:6]1)([CH3:4])([CH3:3])[CH3:2], predict the reactants needed to synthesize it. The reactants are: [C:1]([N:5]1[CH2:10][CH2:9][C:8](=O)[CH2:7][CH2:6]1)([CH3:4])([CH3:3])[CH3:2].[O-]S([O-])(=O)=O.[Mg+2].[NH:18]([C:20]([O:22][C:23]([CH3:26])([CH3:25])[CH3:24])=[O:21])[NH2:19]. (2) Given the product [C:32]([C:35]1[CH:36]=[CH:37][C:38]([CH3:49])=[C:39]([NH:41][C:42]([C@@H:44]2[CH2:48][CH2:47][CH2:46][N:45]2[C:57](=[O:58])[C@H:56]([NH:55][C:53](=[O:54])[O:52][CH3:51])[C:60]2[CH:65]=[CH:64][CH:63]=[CH:62][CH:61]=2)=[O:43])[CH:40]=1)(=[O:34])[CH3:33], predict the reactants needed to synthesize it. The reactants are: Cl.O1CCOCC1.CN(C(ON1N=NC2C=CC=NC1=2)=[N+](C)C)C.F[P-](F)(F)(F)(F)F.[C:32]([C:35]1[CH:36]=[CH:37][C:38]([CH3:49])=[C:39]([NH:41][C:42]([C@@H:44]2[CH2:48][CH2:47][CH2:46][NH:45]2)=[O:43])[CH:40]=1)(=[O:34])[CH3:33].Cl.[CH3:51][O:52][C:53]([NH:55][C@H:56]([C:60]1[CH:65]=[CH:64][CH:63]=[CH:62][CH:61]=1)[C:57](O)=[O:58])=[O:54].CCN(C(C)C)C(C)C.